From a dataset of Forward reaction prediction with 1.9M reactions from USPTO patents (1976-2016). Predict the product of the given reaction. Given the reactants [S:1]1[C:5]2[CH:6]=[CH:7][CH:8]=[CH:9][C:4]=2[NH:3][C:2]1=[C:10]([C:13]1[N:18]=[CH:17][CH:16]=[CH:15][N:14]=1)[C:11]#[N:12].[OH-:19].[Na+], predict the reaction product. The product is: [S:1]1[C:5]2[CH:6]=[CH:7][CH:8]=[CH:9][C:4]=2[NH:3][C:2]1=[C:10]([C:13]1[N:14]=[CH:15][CH:16]=[CH:17][N:18]=1)[C:11]([NH2:12])=[O:19].